Dataset: Catalyst prediction with 721,799 reactions and 888 catalyst types from USPTO. Task: Predict which catalyst facilitates the given reaction. (1) Reactant: Cl[C:2]1[C:7]2[N:8]=[C:9]([CH2:18][O:19][CH2:20][CH3:21])[N:10]([NH:11][CH:12]3[CH2:17][CH2:16]OCC3)[C:6]=2[C:5]([CH3:22])=[C:4]([CH3:23])[N:3]=1.[CH:24]([O-:26])=O.[NH4+].[CH3:28]O. Product: [CH2:20]([O:19][CH2:18][C:9]1[N:10]([NH:11][CH:12]2[CH2:17][CH2:16][CH2:28][CH2:24][O:26]2)[C:6]2[C:5]([CH3:22])=[C:4]([CH3:23])[N:3]=[CH:2][C:7]=2[N:8]=1)[CH3:21]. The catalyst class is: 8. (2) Reactant: [S:1]1[C:5]2[CH:6]=[C:7]([O:10][NH:11][C:12](=[O:20])OC3C=CC=CC=3)[CH:8]=[CH:9][C:4]=2[N:3]=[CH:2]1.[N:21]1[CH:26]=[CH:25][CH:24]=[CH:23][C:22]=1[C:27]([NH2:30])([CH3:29])[CH3:28].C(N(CC)CC)C. Product: [S:1]1[C:5]2[CH:6]=[C:7]([O:10][NH:11][C:12]([NH:30][C:27]([C:22]3[CH:23]=[CH:24][CH:25]=[CH:26][N:21]=3)([CH3:29])[CH3:28])=[O:20])[CH:8]=[CH:9][C:4]=2[N:3]=[CH:2]1. The catalyst class is: 7. (3) Reactant: [CH3:1][C:2]([O:9][CH2:10][CH2:11][CH2:12][CH2:13][CH2:14][CH2:15][C:16]1[N:17]=[C:18]([C:22]2[CH:27]=[CH:26][C:25]([CH3:28])=[CH:24][CH:23]=2)[O:19][C:20]=1[CH3:21])([CH3:8])[C:3](OCC)=[O:4].[Cl-].[OH:30][NH3+:31].[OH-].[K+]. Product: [CH3:1][C:2]([O:9][CH2:10][CH2:11][CH2:12][CH2:13][CH2:14][CH2:15][C:16]1[N:17]=[C:18]([C:22]2[CH:27]=[CH:26][C:25]([CH3:28])=[CH:24][CH:23]=2)[O:19][C:20]=1[CH3:21])([CH3:8])[C:3]([NH:31][OH:30])=[O:4]. The catalyst class is: 5. (4) Reactant: Cl[CH2:2][CH2:3][CH2:4][NH:5][C:6]([NH:8][C:9]1[CH:10]=[N:11][CH:12]=[CH:13][CH:14]=1)=[O:7].[H-].[Na+].C(OCC)(=O)C. Product: [N:11]1[CH:12]=[CH:13][CH:14]=[C:9]([N:8]2[CH2:2][CH2:3][CH2:4][NH:5][C:6]2=[O:7])[CH:10]=1. The catalyst class is: 198. (5) Product: [CH3:1][N:2]1[CH:6]([C:7]([O:9][C:10]([CH3:11])([CH3:13])[CH3:12])=[O:8])[CH2:5][N:4]([C:16]2[CH:21]=[CH:20][CH:19]=[C:18]([CH3:22])[N:17]=2)[C:3]1=[O:14]. Reactant: [CH3:1][N:2]1[CH:6]([C:7]([O:9][C:10]([CH3:13])([CH3:12])[CH3:11])=[O:8])[CH2:5][NH:4][C:3]1=[O:14].Br[C:16]1[CH:21]=[CH:20][CH:19]=[C:18]([CH3:22])[N:17]=1.C(=O)([O-])[O-].[Cs+].[Cs+].CC1(C)C2C(=C(P(C3C=CC=CC=3)C3C=CC=CC=3)C=CC=2)OC2C(P(C3C=CC=CC=3)C3C=CC=CC=3)=CC=CC1=2. The catalyst class is: 333. (6) The catalyst class is: 128. Product: [CH:19]1[C:31]2[N:30]([C:32]3[CH:37]=[CH:36][C:35]([C:2]4[S:6][C:5]5[C:7]6[CH:11]=[C:10]([C:35]7[CH:34]=[CH:33][C:32]([N:30]8[C:29]9[CH:28]=[CH:27][CH:26]=[CH:25][C:24]=9[C:23]9[C:31]8=[CH:19][CH:20]=[CH:21][CH:22]=9)=[CH:37][CH:36]=7)[S:9][C:8]=6[C:13]6[CH:17]=[C:16]([C:35]7[CH:36]=[CH:37][C:32]([N:30]8[C:29]9[CH:28]=[CH:27][CH:26]=[CH:25][C:24]=9[C:23]9[C:31]8=[CH:19][CH:20]=[CH:21][CH:22]=9)=[CH:33][CH:34]=7)[S:15][C:14]=6[C:4]=5[CH:3]=4)=[CH:34][CH:33]=3)[C:29]3[C:24](=[CH:25][CH:26]=[CH:27][CH:28]=3)[C:23]=2[CH:22]=[CH:21][CH:20]=1. Reactant: Br[C:2]1[S:6][C:5]2[C:7]3[CH:11]=[C:10](Br)[S:9][C:8]=3[C:13]3[CH:17]=[C:16](Br)[S:15][C:14]=3[C:4]=2[CH:3]=1.[CH:19]1[C:31]2[N:30]([C:32]3[CH:37]=[CH:36][C:35](B(O)O)=[CH:34][CH:33]=3)[C:29]3[C:24](=[CH:25][CH:26]=[CH:27][CH:28]=3)[C:23]=2[CH:22]=[CH:21][CH:20]=1.O.P([O-])([O-])([O-])=O.[K+].[K+].[K+].O. (7) Reactant: Cl[CH2:2][CH2:3][CH2:4][O:5][C:6]1[CH:11]=[CH:10][C:9]([C:12]2[S:13][C:14]3[CH2:19][CH2:18][N:17]([CH3:20])[CH2:16][C:15]=3[N:21]=2)=[CH:8][CH:7]=1.C(=O)([O-])[O-].[K+].[K+].[I-].[Na+].[CH3:30][CH:31]1[CH2:35][CH2:34][CH2:33][NH:32]1. Product: [CH3:20][N:17]1[CH2:18][CH2:19][C:14]2[S:13][C:12]([C:9]3[CH:10]=[CH:11][C:6]([O:5][CH2:4][CH2:3][CH2:2][N:32]4[CH2:33][CH2:34][CH2:35][CH:31]4[CH3:30])=[CH:7][CH:8]=3)=[N:21][C:15]=2[CH2:16]1. The catalyst class is: 10.